This data is from Catalyst prediction with 721,799 reactions and 888 catalyst types from USPTO. The task is: Predict which catalyst facilitates the given reaction. (1) Reactant: [C:1]([C:3]1[CH:8]=[CH:7][C:6]([CH3:9])=[C:5]([N+:10]([O-])=O)[CH:4]=1)#[N:2].[H][H]. Product: [C:1]([C:3]1[CH:8]=[CH:7][C:6]([CH3:9])=[C:5]([NH2:10])[CH:4]=1)#[N:2]. The catalyst class is: 63. (2) Reactant: [C:1]([C:5]1[O:6][CH:7]=[C:8](/[CH:10]=[CH:11]/[C:12]2[C:13]([O:23]COC)=[N:14][N:15]([C:17]3[CH:22]=[CH:21][CH:20]=[CH:19][CH:18]=3)[CH:16]=2)[N:9]=1)([CH3:4])([CH3:3])[CH3:2].[ClH:27]. Product: [ClH:27].[C:1]([C:5]1[O:6][CH:7]=[C:8](/[CH:10]=[CH:11]/[C:12]2[C:13]([OH:23])=[N:14][N:15]([C:17]3[CH:22]=[CH:21][CH:20]=[CH:19][CH:18]=3)[CH:16]=2)[N:9]=1)([CH3:4])([CH3:2])[CH3:3]. The catalyst class is: 5. (3) Reactant: [NH2:1][C:2]1[N:3]=[C:4]([SH:18])[C:5]2[N:10]=[C:9]([C:11]3[CH:16]=[CH:15][C:14]([F:17])=[CH:13][CH:12]=3)[S:8][C:6]=2[N:7]=1.[CH2:19](N(CC)CC)C.IC.O. Product: [F:17][C:14]1[CH:13]=[CH:12][C:11]([C:9]2[S:8][C:6]3[N:7]=[C:2]([NH2:1])[N:3]=[C:4]([S:18][CH3:19])[C:5]=3[N:10]=2)=[CH:16][CH:15]=1. The catalyst class is: 16. (4) Reactant: [F:1][C:2]1[CH:10]=[CH:9][CH:8]=[C:7]([O:11][CH3:12])[C:3]=1[C:4]([OH:6])=O.[CH3:13][O:14][C:15]1[CH:43]=[CH:42][C:18]([CH2:19][N:20]2[CH:24]=[C:23]([NH2:25])[C:22]([C:26]3[NH:30][C:29]4[CH:31]=[CH:32][C:33]([CH2:35][N:36]5[CH2:41][CH2:40][O:39][CH2:38][CH2:37]5)=[CH:34][C:28]=4[N:27]=3)=[N:21]2)=[CH:17][CH:16]=1.C(Cl)CCl.C1C=CC2N(O)N=NC=2C=1. Product: [F:1][C:2]1[CH:10]=[CH:9][CH:8]=[C:7]([O:11][CH3:12])[C:3]=1[C:4]([NH:25][C:23]1[C:22]([C:26]2[NH:30][C:29]3[CH:31]=[CH:32][C:33]([CH2:35][N:36]4[CH2:37][CH2:38][O:39][CH2:40][CH2:41]4)=[CH:34][C:28]=3[N:27]=2)=[N:21][N:20]([CH2:19][C:18]2[CH:42]=[CH:43][C:15]([O:14][CH3:13])=[CH:16][CH:17]=2)[CH:24]=1)=[O:6]. The catalyst class is: 3. (5) Reactant: [OH:1][C:2]1[CH:22]=[CH:21][C:5]([CH2:6][C@H:7]2[CH2:11][O:10][C:9]([CH3:13])([CH3:12])[N:8]2[C:14]([O:16][C:17]([CH3:20])([CH3:19])[CH3:18])=[O:15])=[CH:4][CH:3]=1.N1C(C)=CC=CC=1C.[F:31][C:32]([F:45])([F:44])[S:33](O[S:33]([C:32]([F:45])([F:44])[F:31])(=[O:35])=[O:34])(=[O:35])=[O:34]. Product: [CH3:13][C:9]1([CH3:12])[N:8]([C:14]([O:16][C:17]([CH3:20])([CH3:19])[CH3:18])=[O:15])[C@@H:7]([CH2:6][C:5]2[CH:4]=[CH:3][C:2]([O:1][S:33]([C:32]([F:45])([F:44])[F:31])(=[O:35])=[O:34])=[CH:22][CH:21]=2)[CH2:11][O:10]1. The catalyst class is: 4. (6) Reactant: Cl[C:2](Cl)([O:4]C(=O)OC(Cl)(Cl)Cl)Cl.[F:13][C:14]([F:27])([F:26])[C:15]1[CH:24]=[C:23]2[C:18]([C@@H:19]([NH2:25])[CH2:20][CH2:21][O:22]2)=[CH:17][CH:16]=1.C(N(CC)C(C)C)(C)C.Cl.[Cl:38][C:39]1[CH:57]=[CH:56][C:42]([CH2:43][N:44]2[C:48]([C@H:49]3[CH2:53][CH2:52][CH2:51][NH:50]3)=[N:47][N:46]=[C:45]2[CH2:54][CH3:55])=[CH:41][CH:40]=1.C([O-])(O)=O.[Na+]. Product: [Cl:38][C:39]1[CH:57]=[CH:56][C:42]([CH2:43][N:44]2[C:45]([CH2:54][CH3:55])=[N:46][N:47]=[C:48]2[C@H:49]2[CH2:53][CH2:52][CH2:51][N:50]2[C:2]([NH:25][C@@H:19]2[C:18]3[C:23](=[CH:24][C:15]([C:14]([F:13])([F:26])[F:27])=[CH:16][CH:17]=3)[O:22][CH2:21][CH2:20]2)=[O:4])=[CH:41][CH:40]=1. The catalyst class is: 448. (7) Reactant: [Si:1]([O:8][CH2:9][CH2:10][N:11]1[CH:15]=[CH:14][N:13]=[C:12]1/[CH:16]=[CH:17]/[C:18]([O:20]CC)=[O:19])([C:4]([CH3:7])([CH3:6])[CH3:5])([CH3:3])[CH3:2].[OH-].[Na+].Cl. Product: [Si:1]([O:8][CH2:9][CH2:10][N:11]1[CH:15]=[CH:14][N:13]=[C:12]1[CH2:16][CH2:17][C:18]([OH:20])=[O:19])([C:4]([CH3:7])([CH3:5])[CH3:6])([CH3:3])[CH3:2]. The catalyst class is: 129. (8) Reactant: [OH:1][NH:2][C:3](=[NH:18])[CH2:4][CH2:5][CH2:6][C:7]1[CH:8]=[CH:9][C:10]2[O:16][CH2:15][CH2:14][CH2:13][NH:12][C:11]=2[N:17]=1.[O:19]1[C:23]2[CH:24]=[CH:25][C:26]([CH:28]3[CH2:33][C:32](=O)[O:31][C:30](=[O:35])[CH2:29]3)=[CH:27][C:22]=2[O:21][CH2:20]1.C(N(CC)CC)C. Product: [O:19]1[C:23]2[CH:24]=[CH:25][C:26]([CH:28]([CH2:33][C:32]3[O:1][N:2]=[C:3]([CH2:4][CH2:5][CH2:6][C:7]4[CH:8]=[CH:9][C:10]5[O:16][CH2:15][CH2:14][CH2:13][NH:12][C:11]=5[N:17]=4)[N:18]=3)[CH2:29][C:30]([OH:35])=[O:31])=[CH:27][C:22]=2[O:21][CH2:20]1. The catalyst class is: 12. (9) Reactant: Cl[C:2]1[C:3]2[C:4](=[CH:13][N:14](CC3C=CC(OC)=CC=3)[N:15]=2)[N:5]=[C:6]([C:8]2[S:9][CH:10]=[CH:11][CH:12]=2)[N:7]=1.[NH2:25][C:26]1[CH:31]=[CH:30][C:29]([N:32]2[CH2:37][CH2:36][N:35]([C:38](=[O:40])[CH3:39])[CH2:34][CH2:33]2)=[CH:28][CH:27]=1.Cl. Product: [S:9]1[CH:10]=[CH:11][CH:12]=[C:8]1[C:6]1[N:7]=[C:2]([NH:25][C:26]2[CH:27]=[CH:28][C:29]([N:32]3[CH2:33][CH2:34][N:35]([C:38](=[O:40])[CH3:39])[CH2:36][CH2:37]3)=[CH:30][CH:31]=2)[C:3]2[NH:15][N:14]=[CH:13][C:4]=2[N:5]=1. The catalyst class is: 71.